This data is from Experimentally validated miRNA-target interactions with 360,000+ pairs, plus equal number of negative samples. The task is: Binary Classification. Given a miRNA mature sequence and a target amino acid sequence, predict their likelihood of interaction. The miRNA is hsa-miR-4284 with sequence GGGCUCACAUCACCCCAU. The protein sequence of the target gene is MESVTFEDVAVEFIQEWALLDSARRSLCKYRMLDQCRTLASRGTPPCKPSCVSQLGQRAEPKATERGILRATGVAWESQLKPEELPSMQDLLEEASSRDMQMGPGLFLRMQLVPSIEERETPLTREDRPALQEPPWSLGCTGLKAAMQIQRVVIPVPTLGHRNPWVARDSAVPARDPAWLQEDKVEEEAMAPGLPTACSQEPVTFADVAVVFTPEEWVFLDSTQRSLYRDVMLENYRNLASVADQLCKPNALSYLEERGEQWTTDRGVLSDTCAEPQCQPQEAIPSQDTFTEILSIDVKG.... Result: 1 (interaction).